Predict the product of the given reaction. From a dataset of Forward reaction prediction with 1.9M reactions from USPTO patents (1976-2016). (1) Given the reactants OCC(N[NH:6][C:7]1[C:16]2[C:11](=[C:12]([CH2:17][O:18][CH3:19])[CH:13]=[CH:14][CH:15]=2)[N:10]=[C:9]([NH:20]C(=O)C)[N:8]=1)=O.[OH-:24].[Na+].Cl.C[Si](C)(C)[N:29]=[C:30](O[Si](C)(C)C)[CH3:31], predict the reaction product. The product is: [NH2:20][C:9]1[N:8]2[N:29]=[C:30]([CH2:31][OH:24])[N:6]=[C:7]2[C:16]2[CH:15]=[CH:14][CH:13]=[C:12]([CH2:17][O:18][CH3:19])[C:11]=2[N:10]=1. (2) Given the reactants [ClH:1].Cl.Cl.C1(NC(C2C3C=C(C4C([Cl:25])=CN=C(NCCCN5CCN(C)CC5)N=4)SC=3C=CC=2)=O)CC1.[CH:37]1([NH:40][C:41]([C:43]2[C:51]3[CH:50]=[C:49]([C:52]4[C:57]([Br:58])=[CH:56][N:55]=[C:54]([Cl:59])[N:53]=4)[S:48][C:47]=3[CH:46]=[CH:45][CH:44]=2)=[O:42])[CH2:39][CH2:38]1.[CH3:60][N:61]1[CH2:67][CH2:66][CH2:65][N:64]([CH2:68][CH2:69][CH2:70][NH2:71])[CH2:63][CH2:62]1, predict the reaction product. The product is: [ClH:25].[ClH:59].[ClH:1].[CH:37]1([NH:40][C:41]([C:43]2[C:51]3[CH:50]=[C:49]([C:52]4[C:57]([Br:58])=[CH:56][N:55]=[C:54]([NH:71][CH2:70][CH2:69][CH2:68][N:64]5[CH2:65][CH2:66][CH2:67][N:61]([CH3:60])[CH2:62][CH2:63]5)[N:53]=4)[S:48][C:47]=3[CH:46]=[CH:45][CH:44]=2)=[O:42])[CH2:39][CH2:38]1. (3) Given the reactants [Cl:1][C:2]1[CH:7]=[CH:6][C:5]([C:8]2[CH2:14][CH:13]3[NH:15][CH:10]([CH2:11][CH2:12]3)[CH:9]=2)=[CH:4][CH:3]=1.C(N(CC)CC)C.[F:23][C:24]([F:37])([F:36])[C:25]([NH:27][CH2:28][CH2:29][CH2:30]OS(C)(=O)=O)=[O:26], predict the reaction product. The product is: [Cl:1][C:2]1[CH:3]=[CH:4][C:5]([C:8]2[CH2:9][CH:10]3[N:15]([CH2:30][CH2:29][CH2:28][NH:27][C:25](=[O:26])[C:24]([F:37])([F:36])[F:23])[CH:13]([CH2:12][CH2:11]3)[CH:14]=2)=[CH:6][CH:7]=1.